This data is from Catalyst prediction with 721,799 reactions and 888 catalyst types from USPTO. The task is: Predict which catalyst facilitates the given reaction. (1) Reactant: [C:1]1(=O)[CH:9]2[CH:4]([CH2:5][CH2:6][CH2:7][CH2:8]2)[C:3](=O)[NH:2]1.[H-].[H-].[H-].[H-].[Li+].[Al+3].O.[OH-].[Na+]. Product: [CH2:1]1[CH:9]2[CH:4]([CH2:5][CH2:6][CH2:7][CH2:8]2)[CH2:3][NH:2]1. The catalyst class is: 1. (2) Reactant: [Si:1]([O:8][CH2:9][CH2:10][NH:11][CH:12]([CH3:14])[CH3:13])([C:4]([CH3:7])([CH3:6])[CH3:5])([CH3:3])[CH3:2].[CH2:15]([O:22][C:23]1[C:24]([C:40](O)=[O:41])=[N:25][C:26]([CH2:30][C:31]([CH3:39])([C:33]2[CH:38]=[CH:37][CH:36]=[CH:35][CH:34]=2)[CH3:32])=[N:27][C:28]=1[OH:29])[C:16]1[CH:21]=[CH:20][CH:19]=[CH:18][CH:17]=1.O=P(Cl)(Cl)Cl. Product: [CH2:15]([O:22][C:23]1[C:24]([C:40]([N:11]([CH2:10][CH2:9][O:8][Si:1]([C:4]([CH3:7])([CH3:6])[CH3:5])([CH3:3])[CH3:2])[CH:12]([CH3:14])[CH3:13])=[O:41])=[N:25][C:26]([CH2:30][C:31]([CH3:32])([C:33]2[CH:34]=[CH:35][CH:36]=[CH:37][CH:38]=2)[CH3:39])=[N:27][C:28]=1[OH:29])[C:16]1[CH:21]=[CH:20][CH:19]=[CH:18][CH:17]=1. The catalyst class is: 803. (3) Reactant: [CH3:1][C:2]([CH3:16])([CH3:15])[C:3](=[O:14])[CH2:4][N:5]1[CH2:12][CH:11]2[O:13][CH:7]([CH2:8][NH:9][CH2:10]2)[CH2:6]1.CS(O[CH2:22][CH2:23][C:24]1[CH:29]=[CH:28][C:27]([C:30]#[N:31])=[CH:26][CH:25]=1)(=O)=O. Product: [CH3:1][C:2]([CH3:16])([CH3:15])[C:3](=[O:14])[CH2:4][N:5]1[CH2:12][CH:11]2[O:13][CH:7]([CH2:8][N:9]([CH2:22][CH2:23][C:24]3[CH:29]=[CH:28][C:27]([C:30]#[N:31])=[CH:26][CH:25]=3)[CH2:10]2)[CH2:6]1. The catalyst class is: 23. (4) Reactant: [F:1][C:2]1[CH:16]=[CH:15][C:5]2[C:6]([CH:9]3[CH2:14][CH2:13][NH:12][CH2:11][CH2:10]3)=[N:7][O:8][C:4]=2[CH:3]=1.Cl[CH2:18][CH2:19][C:20]1[C:25](=[O:26])[N:24]2[CH2:27][CH2:28][CH2:29][C:30](=[O:31])[C:23]2=[N:22][C:21]=1[CH3:32].C(N(C(C)C)CC)(C)C. The catalyst class is: 5. Product: [F:1][C:2]1[CH:16]=[CH:15][C:5]2[C:6]([CH:9]3[CH2:10][CH2:11][N:12]([CH2:18][CH2:19][C:20]4[C:25](=[O:26])[N:24]5[CH2:27][CH2:28][CH2:29][C:30](=[O:31])[C:23]5=[N:22][C:21]=4[CH3:32])[CH2:13][CH2:14]3)=[N:7][O:8][C:4]=2[CH:3]=1. (5) Reactant: C([O:3][C:4]([C:6]1[NH:7][C:8]([CH3:15])=[C:9]([CH3:14])[C:10]=1[C:11](=[O:13])[CH3:12])=[O:5])C.[OH-].[K+]. Product: [C:11]([C:10]1[C:9]([CH3:14])=[C:8]([CH3:15])[NH:7][C:6]=1[C:4]([OH:5])=[O:3])(=[O:13])[CH3:12]. The catalyst class is: 8.